From a dataset of Reaction yield outcomes from USPTO patents with 853,638 reactions. Predict the reaction yield, written as a fraction of the theoretical maximum amount of product (1.0 means a 100% yield; for example, 0.34 means a 34% yield). The reactants are [CH3:1][C:2]1[C:37]([CH3:38])=[CH:36][C:5]2[NH:6][C:7]([CH2:9][N:10]([CH:26]3[C:35]4[N:34]=[CH:33][CH:32]=[CH:31][C:30]=4[CH2:29][CH2:28][CH2:27]3)[CH2:11][CH2:12][CH2:13][CH2:14][N:15]3C(=O)C4C(=CC=CC=4)C3=O)=[N:8][C:4]=2[CH:3]=1.O.NN. The catalyst is C(O)C.C(OCC)C. The product is [CH3:38][C:37]1[C:2]([CH3:1])=[CH:3][C:4]2[NH:8][C:7]([CH2:9][N:10]([CH:26]3[C:35]4[N:34]=[CH:33][CH:32]=[CH:31][C:30]=4[CH2:29][CH2:28][CH2:27]3)[CH2:11][CH2:12][CH2:13][CH2:14][NH2:15])=[N:6][C:5]=2[CH:36]=1. The yield is 0.380.